This data is from Forward reaction prediction with 1.9M reactions from USPTO patents (1976-2016). The task is: Predict the product of the given reaction. (1) The product is: [Cl:1][C:2]1[N:7]=[C:6]([O:8][C:9]2[CH:15]=[CH:14][C:12]([NH:13][C:18](=[O:19])[CH3:17])=[CH:11][C:10]=2[F:16])[CH:5]=[CH:4][N:3]=1. Given the reactants [Cl:1][C:2]1[N:7]=[C:6]([O:8][C:9]2[CH:15]=[CH:14][C:12]([NH2:13])=[CH:11][C:10]=2[F:16])[CH:5]=[CH:4][N:3]=1.[CH3:17][C:18](OC(C)=O)=[O:19], predict the reaction product. (2) Given the reactants Br[C:2]1[CH:3]=[C:4]2[C:9](=[CH:10][CH:11]=1)[N:8]=[CH:7][C:6]([S:12]([CH3:15])(=[O:14])=[O:13])=[C:5]2[N:16]1[CH2:21][CH2:20][CH:19]([CH:22]([N:24]([CH3:26])[CH3:25])[CH3:23])[CH2:18][CH2:17]1.[Cl:27][C:28]1[CH:33]=[C:32](B2OC(C)(C)C(C)(C)O2)[CH:31]=[C:30]([O:43][CH3:44])[C:29]=1[OH:45], predict the reaction product. The product is: [Cl:27][C:28]1[CH:33]=[C:32]([C:2]2[CH:3]=[C:4]3[C:9](=[CH:10][CH:11]=2)[N:8]=[CH:7][C:6]([S:12]([CH3:15])(=[O:13])=[O:14])=[C:5]3[N:16]2[CH2:17][CH2:18][CH:19]([CH:22]([N:24]([CH3:26])[CH3:25])[CH3:23])[CH2:20][CH2:21]2)[CH:31]=[C:30]([O:43][CH3:44])[C:29]=1[OH:45]. (3) The product is: [F:28][C:21]1[CH:22]=[CH:23][C:24]([F:26])=[CH:25][C:20]=1[C:12]1[C:13]2[CH2:14][N:15]([CH3:19])[CH2:16][CH2:17][C:18]=2[N:10]([C:8]([NH:7][C@@H:3]([C:2]([CH3:30])([CH3:29])[CH3:1])[C:4]([OH:6])=[O:5])=[O:9])[N:11]=1. Given the reactants [CH3:1][C:2]([CH3:30])([CH3:29])[C@H:3]([NH:7][C:8]([N:10]1[C:18]2[CH2:17][CH2:16][N:15]([CH3:19])[CH2:14][C:13]=2[C:12]([C:20]2[CH:25]=[C:24]([F:26])[C:23](F)=[CH:22][C:21]=2[F:28])=[N:11]1)=[O:9])[C:4]([OH:6])=[O:5].FC1C=CC(F)=CC=1C(Cl)=O, predict the reaction product. (4) Given the reactants [C:1]([CH2:4][CH2:5][C:6]1[C:7]([CH3:13])=[C:8]([CH:11]=O)[NH:9][CH:10]=1)([OH:3])=[O:2].[CH2:14]([C:16]1[CH:17]=[C:18]2[C:22](=[CH:23][CH:24]=1)[NH:21][C:20](=[O:25])[CH2:19]2)[CH3:15].N1CCCCC1, predict the reaction product. The product is: [CH2:14]([C:16]1[CH:17]=[C:18]2[C:22](=[CH:23][CH:24]=1)[NH:21][C:20](=[O:25])[C:19]2=[CH:11][C:8]1[NH:9][CH:10]=[C:6]([CH2:5][CH2:4][C:1]([OH:3])=[O:2])[C:7]=1[CH3:13])[CH3:15]. (5) Given the reactants N1CCNCCNCC1.[C:10]1(C)[CH:15]=CC(S(Cl)(=O)=O)=C[CH:11]=1.[C:21]1([CH3:49])[CH:26]=[CH:25][C:24]([S:27]([N:30]2[CH2:38][CH2:37][NH:36][CH2:35][CH2:34][N:33]([S:39]([C:42]3[CH:47]=[CH:46][C:45]([CH3:48])=[CH:44][CH:43]=3)(=[O:41])=[O:40])[CH2:32][CH2:31]2)(=[O:29])=[O:28])=[CH:23][CH:22]=1.ICCCI.C(=O)([O-])[O-].[K+].[K+], predict the reaction product. The product is: [C:21]1([CH3:49])[CH:26]=[CH:25][C:24]([S:27]([N:30]2[CH2:38][CH2:37][NH:36][CH2:35][CH2:34][N:33]([S:39]([C:42]3[CH:47]=[CH:46][C:45]([CH3:48])=[CH:44][CH:43]=3)(=[O:40])=[O:41])[CH2:32][CH2:31]2)(=[O:29])=[O:28])=[CH:23][CH:22]=1.[CH3:11][CH2:10][CH3:15].[C:21]1([CH3:49])[CH:26]=[CH:25][C:24]([S:27]([N:30]2[CH2:38][CH2:37][NH:36][CH2:35][CH2:34][N:33]([S:39]([C:42]3[CH:47]=[CH:46][C:45]([CH3:48])=[CH:44][CH:43]=3)(=[O:40])=[O:41])[CH2:32][CH2:31]2)(=[O:29])=[O:28])=[CH:23][CH:22]=1.